From a dataset of Peptide-MHC class II binding affinity with 134,281 pairs from IEDB. Regression. Given a peptide amino acid sequence and an MHC pseudo amino acid sequence, predict their binding affinity value. This is MHC class II binding data. (1) The peptide sequence is AHLAEENEGDNACKR. The MHC is HLA-DQA10201-DQB10301 with pseudo-sequence HLA-DQA10201-DQB10301. The binding affinity (normalized) is 0. (2) The peptide sequence is IKLVKSSRPDCSEIP. The MHC is HLA-DQA10501-DQB10301 with pseudo-sequence HLA-DQA10501-DQB10301. The binding affinity (normalized) is 0.369. (3) The peptide sequence is FFQMTNTNPDQKCIT. The MHC is DRB1_0405 with pseudo-sequence DRB1_0405. The binding affinity (normalized) is 0.624. (4) The peptide sequence is PVSPGEMRLRDDQRK. The MHC is HLA-DQA10102-DQB10501 with pseudo-sequence HLA-DQA10102-DQB10501. The binding affinity (normalized) is 0. (5) The peptide sequence is TGTEKLIETYFSKNYQDYEY. The MHC is H-2-IAd with pseudo-sequence H-2-IAd. The binding affinity (normalized) is 0.280. (6) The peptide sequence is IFILDGDNLFPKV. The MHC is HLA-DQA10501-DQB10201 with pseudo-sequence HLA-DQA10501-DQB10201. The binding affinity (normalized) is 0.607.